From a dataset of Catalyst prediction with 721,799 reactions and 888 catalyst types from USPTO. Predict which catalyst facilitates the given reaction. (1) Reactant: [C:1]1([CH:8]=[CH:7][CH:6]=[C:4]([OH:5])[CH:3]=1)[OH:2].[Cl:9][CH2:10][CH2:11][C:12](O)=[O:13].FC(F)(F)S(O)(=O)=O.ClCCl. Product: [Cl:9][CH2:10][CH2:11][C:12]([C:6]1[CH:7]=[CH:8][C:1]([OH:2])=[CH:3][C:4]=1[OH:5])=[O:13]. The catalyst class is: 6. (2) Reactant: O=P(Cl)(Cl)Cl.CN([CH:9]=[O:10])C.[CH2:11]([O:13][C:14]([C:16]1[N:17]([CH:35]([CH3:37])[CH3:36])[CH:18]=[C:19]([C:28]2[CH:33]=[CH:32][C:31]([F:34])=[CH:30][CH:29]=2)[C:20]=1[C:21]1[CH:26]=[CH:25][C:24]([F:27])=[CH:23][CH:22]=1)=[O:15])[CH3:12]. Product: [CH2:11]([O:13][C:14]([C:16]1[N:17]([CH:35]([CH3:36])[CH3:37])[C:18]([CH:9]=[O:10])=[C:19]([C:28]2[CH:33]=[CH:32][C:31]([F:34])=[CH:30][CH:29]=2)[C:20]=1[C:21]1[CH:22]=[CH:23][C:24]([F:27])=[CH:25][CH:26]=1)=[O:15])[CH3:12]. The catalyst class is: 68. (3) Reactant: O1CCCCC1[N:7]1[CH:11]=[N:10][C:9]([C:12]2[N:17]=[CH:16][C:15]([C:18]3[N:19]=[C:20]4[N:27]([CH:28]5[CH2:33][CH2:32][O:31][CH2:30][CH2:29]5)[CH2:26][C:25](=[O:34])[NH:24][C:21]4=[N:22][CH:23]=3)=[CH:14][CH:13]=2)=[N:8]1. Product: [NH:7]1[CH:11]=[N:10][C:9]([C:12]2[N:17]=[CH:16][C:15]([C:18]3[N:19]=[C:20]4[N:27]([CH:28]5[CH2:29][CH2:30][O:31][CH2:32][CH2:33]5)[CH2:26][C:25](=[O:34])[NH:24][C:21]4=[N:22][CH:23]=3)=[CH:14][CH:13]=2)=[N:8]1. The catalyst class is: 33.